This data is from Full USPTO retrosynthesis dataset with 1.9M reactions from patents (1976-2016). The task is: Predict the reactants needed to synthesize the given product. (1) Given the product [F:40][C:17]1[CH:18]=[C:19]([O:22][CH2:23][CH:24]2[CH2:25][CH2:26][N:27]([CH2:30][C:32]3([C:36]([F:37])([F:38])[F:39])[CH2:35][CH2:34][CH2:33]3)[CH2:28][CH2:29]2)[CH:20]=[CH:21][C:16]=1[C:13]1[CH:12]=[CH:11][C:10]([OH:9])=[CH:15][CH:14]=1, predict the reactants needed to synthesize it. The reactants are: FC(F)(F)C1(C([O:9][C:10]2[CH:15]=[CH:14][C:13]([C:16]3[CH:21]=[CH:20][C:19]([O:22][CH2:23][CH:24]4[CH2:29][CH2:28][N:27]([C:30]([C:32]5([C:36]([F:39])([F:38])[F:37])[CH2:35][CH2:34][CH2:33]5)=O)[CH2:26][CH2:25]4)=[CH:18][C:17]=3[F:40])=[CH:12][CH:11]=2)=O)CCC1.[H-].[H-].[H-].[H-].[Li+].[Al+3].O. (2) The reactants are: [H-].[H-].[H-].[H-].[Li+].[Al+3].C([O:9][C:10]([C@H:12]1[C@H:17]([C:18]2[CH:23]=[CH:22][C:21]([F:24])=[CH:20][CH:19]=2)[CH2:16][C:15](=O)[N:14]([CH3:26])[C:13]1=O)=O)C.C1(C)C=CC=CC=1.[OH-].[Na+]. Given the product [F:24][C:21]1[CH:22]=[CH:23][C:18]([C@@H:17]2[CH2:16][CH2:15][N:14]([CH3:26])[CH2:13][C@H:12]2[CH2:10][OH:9])=[CH:19][CH:20]=1, predict the reactants needed to synthesize it.